Dataset: Reaction yield outcomes from USPTO patents with 853,638 reactions. Task: Predict the reaction yield, written as a fraction of the theoretical maximum amount of product (1.0 means a 100% yield; for example, 0.34 means a 34% yield). (1) The yield is 0.220. The reactants are [NH2:1][C:2]1[N:7]=[C:6]([N:8]([CH3:16])[CH2:9][CH2:10][NH:11][C:12](=[O:15])[CH:13]=[CH2:14])[CH:5]=[CH:4][CH:3]=1.Br[C:18]1[C:19](=[O:26])[N:20]([CH3:25])[CH:21]=[C:22]([Br:24])[CH:23]=1.CC1(C)C2C(=C(P(C3C=CC=CC=3)C3C=CC=CC=3)C=CC=2)OC2C(P(C3C=CC=CC=3)C3C=CC=CC=3)=CC=CC1=2.C([O-])([O-])=O.[Cs+].[Cs+]. The product is [Br:24][C:22]1[CH:23]=[C:18]([NH:1][C:2]2[N:7]=[C:6]([N:8]([CH3:16])[CH2:9][CH2:10][NH:11][C:12](=[O:15])[CH:13]=[CH2:14])[CH:5]=[CH:4][CH:3]=2)[C:19](=[O:26])[N:20]([CH3:25])[CH:21]=1. The catalyst is CN(C=O)C.CC(=O)OCC.C1C=CC(/C=C/C(/C=C/C2C=CC=CC=2)=O)=CC=1.C1C=CC(/C=C/C(/C=C/C2C=CC=CC=2)=O)=CC=1.C1C=CC(/C=C/C(/C=C/C2C=CC=CC=2)=O)=CC=1.[Pd].[Pd]. (2) The reactants are [CH:1]([C:3]1[CH:18]=[CH:17][C:6]([O:7][C:8]2[N:9]=[CH:10][C:11]([C:14]([NH2:16])=[O:15])=[N:12][CH:13]=2)=[C:5]([O:19][CH3:20])[CH:4]=1)=O.[O:21]1[CH2:26][CH2:25][CH:24]([CH2:27][CH2:28][NH2:29])[CH2:23][CH2:22]1.[BH4-].[Na+]. The catalyst is CO. The product is [CH3:20][O:19][C:5]1[CH:4]=[C:3]([CH2:1][NH:29][CH2:28][CH2:27][CH:24]2[CH2:25][CH2:26][O:21][CH2:22][CH2:23]2)[CH:18]=[CH:17][C:6]=1[O:7][C:8]1[N:9]=[CH:10][C:11]([C:14]([NH2:16])=[O:15])=[N:12][CH:13]=1. The yield is 0.594. (3) The reactants are [OH:1][C:2]1[CH:7]=[C:6]([CH3:8])[C:5]([NH:9][CH:10]=[O:11])=[C:4]([CH3:12])[C:3]=1[CH3:13].Br[CH2:15][C:16]([CH3:24])=[CH:17][C:18]1[CH:23]=[CH:22][CH:21]=[CH:20][CH:19]=1. The catalyst is C(OCC)(=O)C.CCCCCC. The product is [CH3:12][C:4]1[C:3]([CH3:13])=[C:2]([O:1][CH2:15][C:16]([CH3:24])=[CH:17][C:18]2[CH:23]=[CH:22][CH:21]=[CH:20][CH:19]=2)[CH:7]=[C:6]([CH3:8])[C:5]=1[NH:9][CH:10]=[O:11]. The yield is 0.410. (4) The reactants are FC(F)(F)C(O)=O.C(OC([N:15]1[CH2:20][CH2:19][C:18]([C:29](=[O:41])[NH:30][CH2:31][CH2:32][C:33]2[CH:38]=[CH:37][C:36]([CH2:39][CH3:40])=[CH:35][CH:34]=2)([CH2:21][C:22]2[CH:27]=[CH:26][CH:25]=[CH:24][C:23]=2[F:28])[CH2:17][CH2:16]1)=O)(C)(C)C. The catalyst is ClCCl. The product is [CH2:39]([C:36]1[CH:37]=[CH:38][C:33]([CH2:32][CH2:31][NH:30][C:29]([C:18]2([CH2:21][C:22]3[CH:27]=[CH:26][CH:25]=[CH:24][C:23]=3[F:28])[CH2:17][CH2:16][NH:15][CH2:20][CH2:19]2)=[O:41])=[CH:34][CH:35]=1)[CH3:40]. The yield is 0.800. (5) The reactants are [C:1](Cl)([C:14]1[CH:19]=[CH:18][CH:17]=[CH:16][CH:15]=1)([C:8]1[CH:13]=[CH:12][CH:11]=[CH:10][CH:9]=1)[C:2]1[CH:7]=[CH:6][CH:5]=[CH:4][CH:3]=1.[I:21][C:22]1[CH:23]=[N:24][NH:25][CH:26]=1.C(N(CC)CC)C.O. The catalyst is C(Cl)Cl. The product is [I:21][C:22]1[CH:23]=[N:24][N:25]([C:1]([C:14]2[CH:19]=[CH:18][CH:17]=[CH:16][CH:15]=2)([C:8]2[CH:13]=[CH:12][CH:11]=[CH:10][CH:9]=2)[C:2]2[CH:7]=[CH:6][CH:5]=[CH:4][CH:3]=2)[CH:26]=1. The yield is 0.260. (6) The reactants are C([Li])CCC.[CH2:6]([NH:13][Si](C)(C)C)[C:7]1[CH:12]=[CH:11][CH:10]=[CH:9][CH:8]=1.CO[C@H](C1C=CC=CC=1)[C@H](OC)C1C=CC=CC=1.[C:36]([O:46][C:47]([CH3:50])([CH3:49])[CH3:48])(=[O:45])[CH:37]=[CH:38][C:39]1[CH:44]=[CH:43][CH:42]=[CH:41][CH:40]=1.Cl[Si](C)(C)C. The catalyst is C1(C)C=CC=CC=1.C(Cl)(Cl)Cl. The product is [CH2:6]([NH:13][CH:38]([C:39]1[CH:40]=[CH:41][CH:42]=[CH:43][CH:44]=1)[CH2:37][C:36]([O:46][C:47]([CH3:50])([CH3:49])[CH3:48])=[O:45])[C:7]1[CH:12]=[CH:11][CH:10]=[CH:9][CH:8]=1. The yield is 0.970. (7) The reactants are [NH2:1][C:2]1[CH:19]=[CH:18][C:5]([O:6][C:7]2[C:16]3[N:15]=[CH:14][C:13](=[O:17])[NH:12][C:11]=3[N:10]=[CH:9][CH:8]=2)=[CH:4][C:3]=1[F:20].[F:21][C:22]([F:34])([F:33])[C:23]1[CH:24]=[C:25]([N:30]=[C:31]=[O:32])[CH:26]=[CH:27][C:28]=1[Cl:29]. No catalyst specified. The product is [Cl:29][C:28]1[CH:27]=[CH:26][C:25]([NH:30][C:31]([NH:1][C:2]2[CH:19]=[CH:18][C:5]([O:6][C:7]3[C:16]4[N:15]=[CH:14][C:13](=[O:17])[NH:12][C:11]=4[N:10]=[CH:9][CH:8]=3)=[CH:4][C:3]=2[F:20])=[O:32])=[CH:24][C:23]=1[C:22]([F:21])([F:33])[F:34]. The yield is 0.880. (8) The reactants are [Cl:1][C:2]1[N:7]=[CH:6][C:5]([C:8]([OH:10])=O)=[C:4]([C:11]([F:14])([F:13])[F:12])[CH:3]=1.[C:15]([NH2:19])([CH3:18])([CH3:17])[CH3:16].CCN(C(C)C)C(C)C.CN(C(ON1N=NC2C=CC=NC1=2)=[N+](C)C)C.F[P-](F)(F)(F)(F)F. The catalyst is C(Cl)Cl. The product is [C:15]([NH:19][C:8]([C:5]1[CH:6]=[N:7][C:2]([Cl:1])=[CH:3][C:4]=1[C:11]([F:14])([F:13])[F:12])=[O:10])([CH3:18])([CH3:17])[CH3:16]. The yield is 0.710.